This data is from Forward reaction prediction with 1.9M reactions from USPTO patents (1976-2016). The task is: Predict the product of the given reaction. (1) Given the reactants [CH3:1][C:2]1[NH:3][N:4]=[C:5]2[C:14]3[CH:13]=[C:12]4[CH2:15][CH2:16][CH2:17][CH2:18][C:11]4=[CH:10][C:9]=3[NH:8][C:7](=[O:19])[C:6]=12.[CH3:20][C:21]([O:24][C:25](O[C:25]([O:24][C:21]([CH3:23])([CH3:22])[CH3:20])=[O:26])=[O:26])([CH3:23])[CH3:22], predict the reaction product. The product is: [CH3:1][C:2]1[N:3]([C:25]([O:24][C:21]([CH3:23])([CH3:22])[CH3:20])=[O:26])[N:4]=[C:5]2[C:14]3[CH:13]=[C:12]4[CH2:15][CH2:16][CH2:17][CH2:18][C:11]4=[CH:10][C:9]=3[NH:8][C:7](=[O:19])[C:6]=12. (2) Given the reactants [H-].[Na+].[CH3:3][C:4]1([OH:10])[CH2:9][CH2:8][O:7][CH2:6][CH2:5]1.[N:11]1[CH:16]=[CH:15][CH:14]=[CH:13][C:12]=1[O:17][C:18](=O)[O:19]C1C=CC=CN=1.[NH4+].[Cl-], predict the reaction product. The product is: [C:18](=[O:19])([O:17][C:12]1[CH:13]=[CH:14][CH:15]=[CH:16][N:11]=1)[O:10][C:4]1([CH3:3])[CH2:9][CH2:8][O:7][CH2:6][CH2:5]1. (3) Given the reactants [Cl:1][C:2]1[N:7]=[C:6]([CH2:8][C:9]([C:11]2[CH:16]=[CH:15][C:14]([F:17])=[CH:13][CH:12]=2)=[O:10])[CH:5]=[CH:4][N:3]=1.CO[CH:20](OC)[N:21]([CH3:23])[CH3:22], predict the reaction product. The product is: [Cl:1][C:2]1[N:7]=[C:6](/[C:8](=[CH:20]\[N:21]([CH3:23])[CH3:22])/[C:9]([C:11]2[CH:16]=[CH:15][C:14]([F:17])=[CH:13][CH:12]=2)=[O:10])[CH:5]=[CH:4][N:3]=1. (4) Given the reactants [N+:1]([C:4]1[CH:11]=[CH:10][C:7]([CH:8]=O)=[CH:6][CH:5]=1)([O-:3])=[O:2].[C:12]([O:18][CH3:19])(=[O:17])[CH2:13][C:14]([CH3:16])=[O:15].N1CCCCC1.C(O)(=O)C, predict the reaction product. The product is: [N+:1]([C:4]1[CH:11]=[CH:10][C:7]([CH:8]=[C:13]([C:14](=[O:15])[CH3:16])[C:12]([O:18][CH3:19])=[O:17])=[CH:6][CH:5]=1)([O-:3])=[O:2].